The task is: Predict the reaction yield, written as a fraction of the theoretical maximum amount of product (1.0 means a 100% yield; for example, 0.34 means a 34% yield).. This data is from Reaction yield outcomes from USPTO patents with 853,638 reactions. (1) The reactants are [C:1]([O:5][C:6](=[O:26])[NH:7][CH:8]1[CH2:13][CH2:12][CH:11]([CH2:14][NH:15][C:16]2[C:21]([N+:22]([O-:24])=[O:23])=[CH:20][N:19]=[C:18](Cl)[N:17]=2)[CH2:10][CH2:9]1)([CH3:4])([CH3:3])[CH3:2].[I:27][C:28]1[CH:35]=[CH:34][CH:33]=[CH:32][C:29]=1[CH2:30][NH2:31].CCN(C(C)C)C(C)C. The catalyst is C(Cl)Cl.CN(C=O)C. The product is [C:1]([O:5][C:6](=[O:26])[NH:7][CH:8]1[CH2:13][CH2:12][CH:11]([CH2:14][NH:15][C:16]2[C:21]([N+:22]([O-:24])=[O:23])=[CH:20][N:19]=[C:18]([NH:31][CH2:30][C:29]3[CH:32]=[CH:33][CH:34]=[CH:35][C:28]=3[I:27])[N:17]=2)[CH2:10][CH2:9]1)([CH3:4])([CH3:3])[CH3:2]. The yield is 0.640. (2) The reactants are [CH3:1][C:2]([C:6]1[CH:7]=[C:8]([CH:12]=[CH:13][CH:14]=1)[C:9]([OH:11])=O)([CH3:5])[C:3]#[CH:4].C(Cl)(=O)C(Cl)=O.CN(C)C=O.[NH2:26][C:27]1[C:28]([F:52])=[CH:29][C:30]([Cl:51])=[C:31]([CH:50]=1)[O:32][C:33]1[CH:47]=[CH:46][C:36]2[N:37]=[C:38]([NH:40][C:41]([CH:43]3[CH2:45][CH2:44]3)=[O:42])[S:39][C:35]=2[C:34]=1[C:48]#[N:49]. The catalyst is O1CCCC1.C(OCC)(=O)C. The product is [Cl:51][C:30]1[C:31]([O:32][C:33]2[CH:47]=[CH:46][C:36]3[N:37]=[C:38]([NH:40][C:41]([CH:43]4[CH2:45][CH2:44]4)=[O:42])[S:39][C:35]=3[C:34]=2[C:48]#[N:49])=[CH:50][C:27]([NH:26][C:9](=[O:11])[C:8]2[CH:12]=[CH:13][CH:14]=[C:6]([C:2]([CH3:1])([CH3:5])[C:3]#[CH:4])[CH:7]=2)=[C:28]([F:52])[CH:29]=1. The yield is 0.560. (3) The reactants are [CH2:1]([NH:8][C:9]1([C:12]2[CH:17]=[CH:16][C:15]([Br:18])=[CH:14][CH:13]=2)[CH2:11][CH2:10]1)[C:2]1[CH:7]=[CH:6][CH:5]=[CH:4][CH:3]=1.[C:19]([O-])([O-])=O.[K+].[K+].IC. The catalyst is CC(C)=O.CCOCC. The product is [CH2:1]([N:8]([C:9]1([C:12]2[CH:13]=[CH:14][C:15]([Br:18])=[CH:16][CH:17]=2)[CH2:11][CH2:10]1)[CH3:19])[C:2]1[CH:3]=[CH:4][CH:5]=[CH:6][CH:7]=1. The yield is 0.860. (4) The reactants are [CH2:1]([C:5]1([CH2:35][CH2:36][CH2:37][CH3:38])[C:14]2[C:9](=[CH:10][C:11]([F:15])=[CH:12][CH:13]=2)[C:8]([OH:16])=[C:7]([C:17]2[NH:22][C:21]3[CH:23]=[CH:24][C:25](/[CH:27]=[CH:28]/[C:29]([NH2:31])=[O:30])=[CH:26][C:20]=3[S:19](=[O:33])(=[O:32])[N:18]=2)[C:6]1=[O:34])[CH2:2][CH2:3][CH3:4]. The catalyst is C(OCC)(=O)C.[Pd]. The product is [CH2:1]([C:5]1([CH2:35][CH2:36][CH2:37][CH3:38])[C:14]2[C:9](=[CH:10][C:11]([F:15])=[CH:12][CH:13]=2)[C:8]([OH:16])=[C:7]([C:17]2[NH:22][C:21]3[CH:23]=[CH:24][C:25]([CH2:27][CH2:28][C:29]([NH2:31])=[O:30])=[CH:26][C:20]=3[S:19](=[O:32])(=[O:33])[N:18]=2)[C:6]1=[O:34])[CH2:2][CH2:3][CH3:4]. The yield is 0.760. (5) The reactants are [N:1]1[CH:6]=[CH:5][CH:4]=[CH:3][C:2]=1[NH2:7].[CH2:8]([N:15]1[CH2:20][CH2:19][CH:18]=[C:17]([CH2:21][CH2:22][C:23](O)=[O:24])[C:16]1=[O:26])[C:9]1[CH:14]=[CH:13][CH:12]=[CH:11][CH:10]=1. The catalyst is C(Cl)CCl. The product is [CH2:8]([N:15]1[CH2:20][CH2:19][CH:18]=[C:17]([CH2:21][CH2:22][C:23]([NH:7][C:2]2[CH:3]=[CH:4][CH:5]=[CH:6][N:1]=2)=[O:24])[C:16]1=[O:26])[C:9]1[CH:10]=[CH:11][CH:12]=[CH:13][CH:14]=1. The yield is 0.390.